From a dataset of Full USPTO retrosynthesis dataset with 1.9M reactions from patents (1976-2016). Predict the reactants needed to synthesize the given product. Given the product [C:21]([O:20][C:18](=[O:19])[C@H:17]([NH:16][CH2:27][C:29]1[CH:34]=[CH:33][N:32]=[C:31]2[N:35]([C:42]([O:44][C:45]([CH3:48])([CH3:47])[CH3:46])=[O:43])[CH:36]=[C:37]([C:38]([O:40][CH3:41])=[O:39])[C:30]=12)[CH2:25][CH3:26])([CH3:22])([CH3:24])[CH3:23], predict the reactants needed to synthesize it. The reactants are: C(O[BH-](OC(=O)C)OC(=O)C)(=O)C.[Na+].Cl.[NH2:16][C@H:17]([CH2:25][CH3:26])[C:18]([O:20][C:21]([CH3:24])([CH3:23])[CH3:22])=[O:19].[CH:27]([C:29]1[CH:34]=[CH:33][N:32]=[C:31]2[N:35]([C:42]([O:44][C:45]([CH3:48])([CH3:47])[CH3:46])=[O:43])[CH:36]=[C:37]([C:38]([O:40][CH3:41])=[O:39])[C:30]=12)=O.